Dataset: Merck oncology drug combination screen with 23,052 pairs across 39 cell lines. Task: Regression. Given two drug SMILES strings and cell line genomic features, predict the synergy score measuring deviation from expected non-interaction effect. (1) Drug 1: Cn1nnc2c(C(N)=O)ncn2c1=O. Drug 2: COC1CC2CCC(C)C(O)(O2)C(=O)C(=O)N2CCCCC2C(=O)OC(C(C)CC2CCC(OP(C)(C)=O)C(OC)C2)CC(=O)C(C)C=C(C)C(O)C(OC)C(=O)C(C)CC(C)C=CC=CC=C1C. Cell line: SKMES1. Synergy scores: synergy=41.6. (2) Drug 1: CCC1(O)CC2CN(CCc3c([nH]c4ccccc34)C(C(=O)OC)(c3cc4c(cc3OC)N(C)C3C(O)(C(=O)OC)C(OC(C)=O)C5(CC)C=CCN6CCC43C65)C2)C1. Drug 2: CCc1cnn2c(NCc3ccc[n+]([O-])c3)cc(N3CCCCC3CCO)nc12. Cell line: NCIH460. Synergy scores: synergy=-15.3. (3) Cell line: HT144. Drug 1: NC(=O)c1cccc2cn(-c3ccc(C4CCCNC4)cc3)nc12. Drug 2: COC1CC2CCC(C)C(O)(O2)C(=O)C(=O)N2CCCCC2C(=O)OC(C(C)CC2CCC(OP(C)(C)=O)C(OC)C2)CC(=O)C(C)C=C(C)C(O)C(OC)C(=O)C(C)CC(C)C=CC=CC=C1C. Synergy scores: synergy=10.6. (4) Drug 1: Cc1nc(Nc2ncc(C(=O)Nc3c(C)cccc3Cl)s2)cc(N2CCN(CCO)CC2)n1. Drug 2: CNC(=O)c1cc(Oc2ccc(NC(=O)Nc3ccc(Cl)c(C(F)(F)F)c3)cc2)ccn1. Cell line: SKOV3. Synergy scores: synergy=10.3. (5) Drug 1: N.N.O=C(O)C1(C(=O)O)CCC1.[Pt]. Drug 2: CS(=O)(=O)CCNCc1ccc(-c2ccc3ncnc(Nc4ccc(OCc5cccc(F)c5)c(Cl)c4)c3c2)o1. Synergy scores: synergy=7.19. Cell line: HCT116.